The task is: Predict the reactants needed to synthesize the given product.. This data is from Full USPTO retrosynthesis dataset with 1.9M reactions from patents (1976-2016). (1) Given the product [ClH:1].[ClH:27].[Cl:27][C:28]1[CH:33]=[C:32]([C:2]2[CH:11]=[CH:10][C:9]3[C:4](=[C:5]([NH:16][C:17]4[CH:18]=[CH:19][C:20]([CH2:23][N:24]([CH3:26])[CH3:25])=[CH:21][CH:22]=4)[C:6]([S:12]([CH3:15])(=[O:13])=[O:14])=[CH:7][N:8]=3)[N:3]=2)[CH:31]=[C:30]([F:43])[C:29]=1[OH:44], predict the reactants needed to synthesize it. The reactants are: [Cl:1][C:2]1[N:3]=[C:4]2[C:9](=[CH:10][CH:11]=1)[N:8]=[CH:7][C:6]([S:12]([CH3:15])(=[O:14])=[O:13])=[C:5]2[NH:16][C:17]1[CH:22]=[CH:21][C:20]([CH2:23][N:24]([CH3:26])[CH3:25])=[CH:19][CH:18]=1.[Cl:27][C:28]1[CH:33]=[C:32](B2OC(C)(C)C(C)(C)O2)[CH:31]=[C:30]([F:43])[C:29]=1[OH:44].C1(N)C(F)=C(F)C(F)=C(N)C=1F.Cl.Cl. (2) Given the product [CH:14]([C:12]1[CH:11]=[C:10]([CH:17]([CH3:19])[CH3:18])[N:9]=[C:8]([OH:7])[N:13]=1)([CH3:16])[CH3:15], predict the reactants needed to synthesize it. The reactants are: C(=O)([O:7][C:8]1[N:13]=[C:12]([CH:14]([CH3:16])[CH3:15])[CH:11]=[C:10]([CH:17]([CH3:19])[CH3:18])[N:9]=1)OC(C)(C)C.FC(F)(F)C(O)=O. (3) Given the product [F:25][C:26]([F:39])([F:40])[C:27]1[CH:34]=[CH:33][C:32]([C:35]([F:38])([F:36])[F:37])=[CH:31][C:28]=1[CH2:29][NH:24][C:20]1[CH:21]=[CH:22][CH:23]=[C:18]([C:7]2[C:6]3[C:11](=[C:2]([Cl:1])[CH:3]=[CH:4][CH:5]=3)[N:10]=[N:9][C:8]=2[C:12]2[CH:13]=[CH:14][CH:15]=[CH:16][CH:17]=2)[CH:19]=1, predict the reactants needed to synthesize it. The reactants are: [Cl:1][C:2]1[CH:3]=[CH:4][CH:5]=[C:6]2[C:11]=1[N:10]=[N:9][C:8]([C:12]1[CH:17]=[CH:16][CH:15]=[CH:14][CH:13]=1)=[C:7]2[C:18]1[CH:19]=[C:20]([NH2:24])[CH:21]=[CH:22][CH:23]=1.[F:25][C:26]([F:40])([F:39])[C:27]1[CH:34]=[CH:33][C:32]([C:35]([F:38])([F:37])[F:36])=[CH:31][C:28]=1[CH:29]=O. (4) Given the product [OH:23][CH:20]1[CH2:21][CH2:22][N:18]([C:7]([C:6]2[CH:10]=[C:11]([S:14]([CH3:17])(=[O:16])=[O:15])[CH:12]=[CH:13][C:5]=2[O:4][CH:1]([CH3:2])[CH3:3])=[O:9])[CH2:19]1, predict the reactants needed to synthesize it. The reactants are: [CH:1]([O:4][C:5]1[CH:13]=[CH:12][C:11]([S:14]([CH3:17])(=[O:16])=[O:15])=[CH:10][C:6]=1[C:7]([OH:9])=O)([CH3:3])[CH3:2].[NH:18]1[CH2:22][CH2:21][CH:20]([OH:23])[CH2:19]1. (5) Given the product [Cl:27][C:14]1[N:15]=[C:16]2[C:8]([C:3]3[CH:4]=[CH:5][CH:6]=[CH:7][C:2]=3[Cl:1])=[N:9][NH:10][C:11]2=[N:12][C:13]=1[O:17][C:18]1[CH:23]=[CH:22][C:21]([F:24])=[CH:20][C:19]=1[F:25], predict the reactants needed to synthesize it. The reactants are: [Cl:1][C:2]1[CH:7]=[CH:6][CH:5]=[CH:4][C:3]=1[C:8]1[C:16]2[C:11](=[N:12][C:13]([O:17][C:18]3[CH:23]=[CH:22][C:21]([F:24])=[CH:20][C:19]=3[F:25])=[CH:14][N:15]=2)[NH:10][N:9]=1.C(Cl)(Cl)(Cl)[Cl:27]. (6) The reactants are: N1(O[C:11](=[O:21])[C:12]2[CH:17]=[CH:16][C:15]([NH2:18])=[C:14]([O:19][CH3:20])[CH:13]=2)C2C=CC=CC=2N=N1.CS([N:26]1[CH2:31][CH2:30][CH:29]([NH2:32])[CH2:28][CH2:27]1)(=O)=O.[CH2:33](N(CC)CC)[CH3:34]. Given the product [NH2:18][C:15]1[CH:16]=[CH:17][C:12]([C:11]([NH:32][CH:29]2[CH2:30][CH2:31][N:26]([CH2:33][CH3:34])[CH2:27][CH2:28]2)=[O:21])=[CH:13][C:14]=1[O:19][CH3:20], predict the reactants needed to synthesize it. (7) Given the product [CH2:1]([N:8]1[C:13](=[O:14])[C:12]([CH2:15][C:16]2[CH:21]=[CH:20][C:19]([F:22])=[CH:18][CH:17]=2)=[C:11]([C:23]2[CH:28]=[CH:27][C:26]([S:29]([NH2:33])(=[O:31])=[O:30])=[CH:25][CH:24]=2)[CH:10]=[N:9]1)[C:2]1[CH:7]=[CH:6][CH:5]=[CH:4][CH:3]=1, predict the reactants needed to synthesize it. The reactants are: [CH2:1]([N:8]1[C:13](=[O:14])[C:12]([CH2:15][C:16]2[CH:21]=[CH:20][C:19]([F:22])=[CH:18][CH:17]=2)=[C:11]([C:23]2[CH:28]=[CH:27][C:26]([S:29](C)(=[O:31])=[O:30])=[CH:25][CH:24]=2)[CH:10]=[N:9]1)[C:2]1[CH:7]=[CH:6][CH:5]=[CH:4][CH:3]=1.[NH3:33].